This data is from Full USPTO retrosynthesis dataset with 1.9M reactions from patents (1976-2016). The task is: Predict the reactants needed to synthesize the given product. (1) The reactants are: [CH3:1][O:2][C:3]1[CH:4]=[C:5]2[C:10](=[CH:11][CH:12]=1)[C:9](=[O:13])[NH:8][CH2:7][CH2:6]2.[H-].[Na+].[CH2:16](I)[CH3:17].CO. Given the product [CH2:16]([N:8]1[CH2:7][CH2:6][C:5]2[C:10](=[CH:11][CH:12]=[C:3]([O:2][CH3:1])[CH:4]=2)[C:9]1=[O:13])[CH3:17], predict the reactants needed to synthesize it. (2) The reactants are: [CH3:1][C:2]1[C:7]([N+:8]([O-:10])=[O:9])=[C:6]([CH3:11])[N:5]=[C:4]([NH:12][CH2:13][C:14]([O:16]CC)=[O:15])[N:3]=1.[OH-].[Na+]. Given the product [CH3:11][C:6]1[C:7]([N+:8]([O-:10])=[O:9])=[C:2]([CH3:1])[N:3]=[C:4]([NH:12][CH2:13][C:14]([OH:16])=[O:15])[N:5]=1, predict the reactants needed to synthesize it. (3) Given the product [CH3:1][C:2]1[N:6]=[C:5]([C:7]2[C:8]3[CH2:16][CH2:15][CH2:14][CH2:13][C:9]=3[S:10][C:11]=2[N:12]2[C:29](=[O:30])[C:28]3[CH2:32][CH2:33][CH2:34][CH2:35][C:27]=3[C:26]2=[O:31])[O:4][N:3]=1, predict the reactants needed to synthesize it. The reactants are: [CH3:1][C:2]1[N:6]=[C:5]([C:7]2[C:8]3[CH2:16][CH2:15][CH2:14][CH2:13][C:9]=3[S:10][C:11]=2[NH2:12])[O:4][N:3]=1.CCN(C(C)C)C(C)C.[C:26]1(=O)[O:31][C:29](=[O:30])[C:28]2[CH2:32][CH2:33][CH2:34][CH2:35][C:27]1=2. (4) Given the product [CH:14]([N:6]1[CH2:7][C:8]2[C:13](=[CH:12][CH:11]=[CH:10][CH:9]=2)[CH:5]1[CH2:4][C:3]([OH:17])=[O:2])([CH3:16])[CH3:15], predict the reactants needed to synthesize it. The reactants are: C[O:2][C:3](=[O:17])[CH2:4][CH:5]1[C:13]2[C:8](=[CH:9][CH:10]=[CH:11][CH:12]=2)[CH2:7][N:6]1[CH:14]([CH3:16])[CH3:15].[OH-].[Na+]. (5) Given the product [Cl:1][C:2]1[CH:3]=[C:4]2[C:9](=[CH:10][CH:11]=1)[O:8][C:7](=[O:12])[CH:6]=[C:5]2[O:13][S:21]([C:24]([F:27])([F:26])[F:25])(=[O:23])=[O:22], predict the reactants needed to synthesize it. The reactants are: [Cl:1][C:2]1[CH:3]=[C:4]2[C:9](=[CH:10][CH:11]=1)[O:8][C:7](=[O:12])[CH:6]=[C:5]2[OH:13].C(N(CC)CC)C.[S:21](O[S:21]([C:24]([F:27])([F:26])[F:25])(=[O:23])=[O:22])([C:24]([F:27])([F:26])[F:25])(=[O:23])=[O:22]. (6) Given the product [Br:1][C:2]1[CH:8]=[CH:7][C:5]([N:6]2[CH2:15][CH2:14][N:13]([C:24]([O:26][C:27]([CH3:30])([CH3:29])[CH3:28])=[O:25])[CH2:12][CH2:11]2)=[CH:4][CH:3]=1, predict the reactants needed to synthesize it. The reactants are: [Br:1][C:2]1[CH:8]=[CH:7][C:5]([NH2:6])=[CH:4][CH:3]=1.Cl.Cl[CH2:11][CH2:12][NH:13][CH2:14][CH2:15]Cl.C(N(CC)CC)C.[C:24](O[C:24]([O:26][C:27]([CH3:30])([CH3:29])[CH3:28])=[O:25])([O:26][C:27]([CH3:30])([CH3:29])[CH3:28])=[O:25]. (7) Given the product [OH:13][CH2:12][C:11]1[CH:14]=[CH:15][C:8]([O:7][CH2:17][C:18](=[O:23])[C:19]([CH3:22])([CH3:21])[CH3:20])=[CH:9][CH:10]=1, predict the reactants needed to synthesize it. The reactants are: C(=O)([O-])[O-].[K+].[K+].[OH:7][C:8]1[CH:15]=[CH:14][C:11]([CH2:12][OH:13])=[CH:10][CH:9]=1.Br[CH2:17][C:18](=[O:23])[C:19]([CH3:22])([CH3:21])[CH3:20].O. (8) Given the product [C:1]1([NH:7][C:8]2[O:9][CH:12]=[C:13]([C:14]([O:16][CH2:17][CH3:18])=[O:15])[N:10]=2)[CH:6]=[CH:5][CH:4]=[CH:3][CH:2]=1, predict the reactants needed to synthesize it. The reactants are: [C:1]1([NH:7][C:8]([NH2:10])=[O:9])[CH:6]=[CH:5][CH:4]=[CH:3][CH:2]=1.Br[CH2:12][C:13](=O)[C:14]([O:16][CH2:17][CH3:18])=[O:15]. (9) Given the product [F:1][C:2]1[C:3]([C:17]([F:20])([F:18])[F:19])=[C:4]([CH:8]2[CH2:9][CH2:10][N:11]([CH2:14][CH2:15][CH3:16])[CH2:12][CH2:13]2)[CH:5]=[CH:6][CH:7]=1, predict the reactants needed to synthesize it. The reactants are: [F:1][C:2]1[C:3]([C:17]([F:20])([F:19])[F:18])=[C:4]([C:8]2[CH2:9][CH2:10][N:11]([CH2:14][CH2:15][CH3:16])[CH2:12][CH:13]=2)[CH:5]=[CH:6][CH:7]=1.